Predict which catalyst facilitates the given reaction. From a dataset of Catalyst prediction with 721,799 reactions and 888 catalyst types from USPTO. (1) Reactant: [C:1]([O:5][C:6]([N:8]1[CH2:13][CH2:12][CH:11]([N:14]2[C:18]3=[N:19][CH:20]=[N:21][C:22](Cl)=[C:17]3[CH:16]=[N:15]2)[CH2:10][CH2:9]1)=[O:7])([CH3:4])([CH3:3])[CH3:2].[F:24][C:25]1[CH:30]=[CH:29][C:28]([OH:31])=[CH:27][CH:26]=1. Product: [C:1]([O:5][C:6]([N:8]1[CH2:13][CH2:12][CH:11]([N:14]2[C:18]3=[N:19][CH:20]=[N:21][C:22]([O:31][C:28]4[CH:29]=[CH:30][C:25]([F:24])=[CH:26][CH:27]=4)=[C:17]3[CH:16]=[N:15]2)[CH2:10][CH2:9]1)=[O:7])([CH3:4])([CH3:3])[CH3:2]. The catalyst class is: 7. (2) Reactant: [Br:1][C:2]1[CH:7]=[CH:6][C:5]([S:8](Cl)(=[O:10])=[O:9])=[CH:4][CH:3]=1.[NH2:12][C@H:13]([CH2:16][CH3:17])[CH2:14][OH:15].[CH3:18][CH2:19]N(C(C)C)C(C)C. Product: [Br:1][C:2]1[CH:7]=[CH:6][C:5]([S:8]([NH:12][C:13]2([CH2:14][OH:15])[CH2:19][CH2:18][CH2:17][CH2:16]2)(=[O:10])=[O:9])=[CH:4][CH:3]=1. The catalyst class is: 59. (3) Reactant: [F:1][C:2]1[CH:40]=[CH:39][C:5]([O:6][C:7]2[CH:12]=[CH:11][C:10]([NH:13][C:14]([C@@H:16]3[CH2:21][N:20]([C:22]([O:24][CH2:25][C:26]4[CH:31]=[CH:30][CH:29]=[CH:28][CH:27]=4)=[O:23])[CH2:19][CH2:18][N:17]3C(OC(C)(C)C)=O)=[O:15])=[CH:9][CH:8]=2)=[CH:4][CH:3]=1. Product: [F:1][C:2]1[CH:40]=[CH:39][C:5]([O:6][C:7]2[CH:8]=[CH:9][C:10]([NH:13][C:14]([C@H:16]3[NH:17][CH2:18][CH2:19][N:20]([C:22]([O:24][CH2:25][C:26]4[CH:27]=[CH:28][CH:29]=[CH:30][CH:31]=4)=[O:23])[CH2:21]3)=[O:15])=[CH:11][CH:12]=2)=[CH:4][CH:3]=1. The catalyst class is: 33. (4) Reactant: [C:1]([C:4]1[C:34](=[O:35])[C@@:8]2([CH3:36])[C:9]3[C:15]([OH:16])=[CH:14][C:13]([O:17][CH3:18])=[C:12]([C:19]([NH:21][CH2:22][C:23]4[C:32]5[C:27](=[CH:28][CH:29]=[CH:30][CH:31]=5)[CH:26]=[CH:25][C:24]=4[CH3:33])=[O:20])[C:10]=3[O:11][C:7]2=[CH:6][C:5]=1[OH:37])(=O)[CH3:2].Cl.[CH2:39]([O:42][NH2:43])[CH:40]=[CH2:41].C(=O)(O)[O-].[Na+]. Product: [CH2:39]([O:42]/[N:43]=[C:1](/[C:4]1[C:34](=[O:35])[C@@:8]2([CH3:36])[C:9]3[C:15]([OH:16])=[CH:14][C:13]([O:17][CH3:18])=[C:12]([C:19]([NH:21][CH2:22][C:23]4[C:32]5[C:27](=[CH:28][CH:29]=[CH:30][CH:31]=5)[CH:26]=[CH:25][C:24]=4[CH3:33])=[O:20])[C:10]=3[O:11][C:7]2=[CH:6][C:5]=1[OH:37])\[CH3:2])[CH:40]=[CH2:41]. The catalyst class is: 83. (5) Reactant: Cl.[Cl:2][C:3]1[CH:26]=[C:25]([NH:27][C:28]([NH:30][C:31]2[CH:36]=[N:35][C:34]([C:37]#[N:38])=[CH:33][N:32]=2)=[O:29])[C:24]([O:39][CH3:40])=[CH:23][C:4]=1[CH2:5][CH2:6][N:7]([CH2:15][C:16]1[CH:21]=[CH:20][C:19]([F:22])=[CH:18][CH:17]=1)C(=O)OC(C)(C)C. Product: [ClH:2].[Cl:2][C:3]1[C:4]([CH2:5][CH2:6][NH:7][CH2:15][C:16]2[CH:17]=[CH:18][C:19]([F:22])=[CH:20][CH:21]=2)=[CH:23][C:24]([O:39][CH3:40])=[C:25]([NH:27][C:28]([NH:30][C:31]2[CH:36]=[N:35][C:34]([C:37]#[N:38])=[CH:33][N:32]=2)=[O:29])[CH:26]=1. The catalyst class is: 258. (6) Reactant: O.Cl.[NH:3]1[CH2:8][CH2:7][C:6](=[O:9])[CH2:5][CH2:4]1.[C:10](=[O:13])([O-])[O-:11].[Na+].[Na+].[CH:16]1[C:28]2[CH:27]([CH2:29]OC3CC(=O)NC3=O)[C:26]3[C:21](=[CH:22][CH:23]=[CH:24][CH:25]=3)[C:20]=2[CH:19]=[CH:18][CH:17]=1. Product: [CH:16]1[C:28]2[CH:27]([CH2:29][O:11][C:10]([N:3]3[CH2:8][CH2:7][C:6](=[O:9])[CH2:5][CH2:4]3)=[O:13])[C:26]3[C:21](=[CH:22][CH:23]=[CH:24][CH:25]=3)[C:20]=2[CH:19]=[CH:18][CH:17]=1. The catalyst class is: 127. (7) Reactant: [N:1]([C:4]([CH3:13])([CH3:12])[CH2:5][C:6]([N:8]([CH2:10][CH3:11])[CH3:9])=O)=[N+]=[N-].[H-].[H-].[H-].[H-].[Li+].[Al+3].O.[OH-].[Na+]. Product: [CH2:10]([N:8]([CH3:9])[CH2:6][CH2:5][C:4]([CH3:13])([NH2:1])[CH3:12])[CH3:11]. The catalyst class is: 1.